From a dataset of Reaction yield outcomes from USPTO patents with 853,638 reactions. Predict the reaction yield, written as a fraction of the theoretical maximum amount of product (1.0 means a 100% yield; for example, 0.34 means a 34% yield). (1) The reactants are [C:1]([Cl:4])(Cl)=[O:2].C(N(CC)CC)C.[Cl:12][C:13]1[CH:18]=[CH:17][C:16]([CH:19]2[CH:23]([C:24]3[CH:29]=[CH:28][C:27]([Cl:30])=[CH:26][CH:25]=3)[NH:22][C:21]([C:31]3[CH:36]=[CH:35][CH:34]=[CH:33][C:32]=3[O:37][CH:38]([CH3:40])[CH3:39])=[N:20]2)=[CH:15][CH:14]=1. The catalyst is C(Cl)Cl. The product is [Cl:12][C:13]1[CH:14]=[CH:15][C:16]([CH:19]2[CH:23]([C:24]3[CH:29]=[CH:28][C:27]([Cl:30])=[CH:26][CH:25]=3)[N:22]([C:1]([Cl:4])=[O:2])[C:21]([C:31]3[CH:36]=[CH:35][CH:34]=[CH:33][C:32]=3[O:37][CH:38]([CH3:40])[CH3:39])=[N:20]2)=[CH:17][CH:18]=1. The yield is 0.770. (2) The reactants are Cl.C(OCC)C.C(OC([N:14]([CH:25]([C:32]1[CH:37]=[CH:36][C:35]([C:38]2[CH:43]=[CH:42][C:41]([C:44]([F:47])([F:46])[F:45])=[CH:40][CH:39]=2)=[CH:34][CH:33]=1)[CH2:26][CH2:27][C:28]([F:31])([F:30])[F:29])[C:15]1[CH:24]=[CH:23][C:18]([C:19]([O:21][CH3:22])=[O:20])=[CH:17][N:16]=1)=O)(C)(C)C. The catalyst is ClCCl. The product is [F:31][C:28]([F:29])([F:30])[CH2:27][CH2:26][CH:25]([NH:14][C:15]1[CH:24]=[CH:23][C:18]([C:19]([O:21][CH3:22])=[O:20])=[CH:17][N:16]=1)[C:32]1[CH:33]=[CH:34][C:35]([C:38]2[CH:39]=[CH:40][C:41]([C:44]([F:47])([F:46])[F:45])=[CH:42][CH:43]=2)=[CH:36][CH:37]=1. The yield is 0.730. (3) The reactants are [NH2:1][C:2]1[N:7]=[CH:6][N:5]=[C:4]([NH:8][C@H:9]([C:11]2[N:16]([C:17]3[CH:22]=[CH:21][CH:20]=[CH:19][CH:18]=3)[C:15](=[O:23])[C:14]3=[C:24]([CH3:27])[CH:25]=[CH:26][N:13]3[N:12]=2)[CH3:10])[C:3]=1Br.[CH3:29][O:30][C:31]1[CH:32]=[C:33]([NH:46][S:47]([CH2:50][CH2:51][CH2:52][CH3:53])(=[O:49])=[O:48])[CH:34]=[C:35](B2OC(C)(C)C(C)(C)O2)[CH:36]=1.C(=O)([O-])[O-].[Cs+].[Cs+]. The catalyst is O1CCOCC1.C(OCC)(=O)C. The product is [NH2:1][C:2]1[C:3]([C:35]2[CH:34]=[C:33]([NH:46][S:47]([CH2:50][CH2:51][CH2:52][CH3:53])(=[O:48])=[O:49])[CH:32]=[C:31]([O:30][CH3:29])[CH:36]=2)=[C:4]([NH:8][C@H:9]([C:11]2[N:16]([C:17]3[CH:22]=[CH:21][CH:20]=[CH:19][CH:18]=3)[C:15](=[O:23])[C:14]3=[C:24]([CH3:27])[CH:25]=[CH:26][N:13]3[N:12]=2)[CH3:10])[N:5]=[CH:6][N:7]=1. The yield is 0.790. (4) The reactants are [CH:1]([C@H:4]1[NH:19][C:18](=[O:20])[C@@H:17]([CH2:21][S:22]C(C2C=CC=CC=2)(C2C=CC=CC=2)C2C=CC=CC=2)[NH:16][C:15](=[O:42])[C@@H:14]([CH3:43])[NH:13][C:12](=[O:44])[CH2:11][C@@H:10](/[CH:45]=[CH:46]/[CH2:47][CH2:48][S:49]C(C2C=CC=CC=2)(C2C=CC=CC=2)C2C=CC=CC=2)[O:9][C:8](=[O:69])[CH2:7][NH:6][C:5]1=[O:70])([CH3:3])[CH3:2].S([O-])([O-])(=O)=S.[Na+].[Na+].[Na+].[Cl-]. The catalyst is C(Cl)Cl.CO. The product is [CH:1]([C@H:4]1[NH:19][C:18](=[O:20])[C@@H:17]2[NH:16][C:15](=[O:42])[C@@H:14]([CH3:43])[NH:13][C:12](=[O:44])[CH2:11][C@@H:10]([CH:45]=[CH:46][CH2:47][CH2:48][S:49][S:22][CH2:21]2)[O:9][C:8](=[O:69])[CH2:7][NH:6][C:5]1=[O:70])([CH3:3])[CH3:2]. The yield is 0.960.